This data is from Catalyst prediction with 721,799 reactions and 888 catalyst types from USPTO. The task is: Predict which catalyst facilitates the given reaction. (1) Reactant: [Cl:1][C:2]1[CH:7]=[CH:6][C:5]([C:8]2[S:9][C:10]([C:19]([C:21]3[O:22][CH:23]=[CH:24][CH:25]=3)=[O:20])=[CH:11][C:12]=2[CH2:13][C:14]([O:16][CH2:17][CH3:18])=[O:15])=[CH:4][CH:3]=1.[Cl:26]N1C(=O)CCC1=O. Product: [Cl:26][C:23]1[O:22][C:21]([C:19]([C:10]2[S:9][C:8]([C:5]3[CH:6]=[CH:7][C:2]([Cl:1])=[CH:3][CH:4]=3)=[C:12]([CH2:13][C:14]([O:16][CH2:17][CH3:18])=[O:15])[CH:11]=2)=[O:20])=[CH:25][CH:24]=1. The catalyst class is: 10. (2) Reactant: CC1C=CC(S(O[CH2:12][C@H:13]2[O:18][C:17]3[CH:19]=[C:20]([S:23]([CH3:26])(=[O:25])=[O:24])[CH:21]=[CH:22][C:16]=3[O:15][CH2:14]2)(=O)=O)=CC=1.[CH3:27][CH:28]([CH3:31])[CH2:29][NH2:30]. Product: [CH3:27][CH:28]([CH3:31])[CH2:29][NH:30][CH2:12][C@H:13]1[O:18][C:17]2[CH:19]=[C:20]([S:23]([CH3:26])(=[O:24])=[O:25])[CH:21]=[CH:22][C:16]=2[O:15][CH2:14]1. The catalyst class is: 10. (3) Reactant: [ClH:1].[N+:2]([C:5]1[CH:10]=[CH:9][C:8]([CH2:11][CH2:12][C:13]2[NH:14][CH2:15][CH2:16][N:17]=2)=[CH:7][CH:6]=1)([O-])=O. Product: [ClH:1].[NH:17]1[CH2:16][CH2:15][N:14]=[C:13]1[CH2:12][CH2:11][C:8]1[CH:9]=[CH:10][C:5]([NH2:2])=[CH:6][CH:7]=1. The catalyst class is: 19.